From a dataset of Forward reaction prediction with 1.9M reactions from USPTO patents (1976-2016). Predict the product of the given reaction. (1) Given the reactants [CH:1]1([N:6]2[CH2:12][C:11]([F:14])([F:13])[C:10](=[O:15])[N:9]([CH3:16])[C:8]3[CH:17]=[N:18][C:19]([NH:21][C:22]4[CH:40]=[CH:39][C:25]([C:26]([NH:28][CH:29]5[CH2:32][N:31]([CH:33]6[CH2:38][CH2:37][NH:36][CH2:35][CH2:34]6)[CH2:30]5)=[O:27])=[CH:24][C:23]=4[O:41][CH3:42])=[N:20][C:7]2=3)[CH2:5][CH2:4][CH2:3][CH2:2]1.CC(O)=O.[CH:47]1([CH:50]=O)[CH2:49][CH2:48]1, predict the reaction product. The product is: [CH:1]1([N:6]2[CH2:12][C:11]([F:13])([F:14])[C:10](=[O:15])[N:9]([CH3:16])[C:8]3[CH:17]=[N:18][C:19]([NH:21][C:22]4[CH:40]=[CH:39][C:25]([C:26]([NH:28][CH:29]5[CH2:30][N:31]([CH:33]6[CH2:38][CH2:37][N:36]([CH2:50][CH:47]7[CH2:49][CH2:48]7)[CH2:35][CH2:34]6)[CH2:32]5)=[O:27])=[CH:24][C:23]=4[O:41][CH3:42])=[N:20][C:7]2=3)[CH2:5][CH2:4][CH2:3][CH2:2]1. (2) Given the reactants [N:1]1([C:8]2[CH:13]=[C:12]([Cl:14])[N:11]=[C:10]([NH:15][C@H:16]3[CH2:20][CH2:19][N:18]([C:21]([O:23][C:24]([CH3:27])([CH3:26])[CH3:25])=[O:22])[C@@H:17]3[CH2:28][CH2:29][CH2:30][OH:31])[N:9]=2)[CH2:7][CH2:6][CH2:5][CH2:4][CH2:3][CH2:2]1.CS(C)=O.C(N(CC)CC)C.O, predict the reaction product. The product is: [N:1]1([C:8]2[CH:13]=[C:12]([Cl:14])[N:11]=[C:10]([NH:15][C@H:16]3[CH2:20][CH2:19][N:18]([C:21]([O:23][C:24]([CH3:25])([CH3:26])[CH3:27])=[O:22])[C@@H:17]3[CH2:28][CH2:29][CH:30]=[O:31])[N:9]=2)[CH2:2][CH2:3][CH2:4][CH2:5][CH2:6][CH2:7]1. (3) Given the reactants [Si]([O:8][CH2:9][C:10]1[CH:11]=[C:12]([N:25]([CH2:36][CH2:37][O:38][CH2:39][CH2:40][O:41][CH2:42][CH2:43][O:44][CH3:45])[C:26](=[O:35])[CH2:27][CH2:28][C:29]([CH3:34])([S:31][S:32][CH3:33])[CH3:30])[CH:13]=[C:14]([CH2:16][O:17][Si](C(C)(C)C)(C)C)[CH:15]=1)(C(C)(C)C)(C)C.N1C=CC=CC=1, predict the reaction product. The product is: [OH:8][CH2:9][C:10]1[CH:11]=[C:12]([N:25]([CH2:36][CH2:37][O:38][CH2:39][CH2:40][O:41][CH2:42][CH2:43][O:44][CH3:45])[C:26](=[O:35])[CH2:27][CH2:28][C:29]([CH3:34])([S:31][S:32][CH3:33])[CH3:30])[CH:13]=[C:14]([CH2:16][OH:17])[CH:15]=1. (4) Given the reactants Cl[C:2]1[N:7]=[C:6]([NH2:8])[N:5]=[C:4]([NH:9][C:10]2[CH:15]=[CH:14][C:13]([O:16][C:17]3[CH:22]=[CH:21][N:20]=[C:19]([C:23]([F:26])([F:25])[F:24])[CH:18]=3)=[CH:12][CH:11]=2)[CH:3]=1.CC1(C)C(C)(C)OB(/[CH:35]=[CH:36]/[C:37]2[CH:42]=[CH:41][C:40]([N+:43]([O-:45])=[O:44])=[CH:39][CH:38]=2)O1.C([O-])([O-])=O.[Na+].[Na+], predict the reaction product. The product is: [N+:43]([C:40]1[CH:41]=[CH:42][C:37](/[CH:36]=[CH:35]/[C:2]2[N:7]=[C:6]([NH2:8])[N:5]=[C:4]([NH:9][C:10]3[CH:15]=[CH:14][C:13]([O:16][C:17]4[CH:22]=[CH:21][N:20]=[C:19]([C:23]([F:26])([F:25])[F:24])[CH:18]=4)=[CH:12][CH:11]=3)[CH:3]=2)=[CH:38][CH:39]=1)([O-:45])=[O:44].